Dataset: Peptide-MHC class I binding affinity with 185,985 pairs from IEDB/IMGT. Task: Regression. Given a peptide amino acid sequence and an MHC pseudo amino acid sequence, predict their binding affinity value. This is MHC class I binding data. (1) The peptide sequence is KVALYRRIQR. The binding affinity (normalized) is 0. The MHC is HLA-B53:01 with pseudo-sequence HLA-B53:01. (2) The peptide sequence is MLPESDLDK. The MHC is HLA-A33:01 with pseudo-sequence HLA-A33:01. The binding affinity (normalized) is 0. (3) The peptide sequence is ALSVAGNLI. The MHC is HLA-B15:03 with pseudo-sequence HLA-B15:03. The binding affinity (normalized) is 0.560. (4) The binding affinity (normalized) is 0.288. The MHC is HLA-B46:01 with pseudo-sequence HLA-B46:01. The peptide sequence is YVRTNGASY.